This data is from Full USPTO retrosynthesis dataset with 1.9M reactions from patents (1976-2016). The task is: Predict the reactants needed to synthesize the given product. (1) Given the product [Cl:1][C:2]1[CH2:7][C@H:6]2[C@H:4]([C@H:5]2[CH2:8][CH2:9][C:10]2[CH:11]=[CH:12][CH:13]=[CH:14][CH:15]=2)[C:3]=1/[CH:16]=[CH:23]/[C:21]([O:20][CH2:18][CH3:19])=[O:22], predict the reactants needed to synthesize it. The reactants are: [Cl:1][C:2]1[CH2:7][C@H:6]2[C@H:4]([C@H:5]2[CH2:8][CH2:9][C:10]2[CH:15]=[CH:14][CH:13]=[CH:12][CH:11]=2)[C:3]=1[CH:16]=O.[CH2:18]([O:20][C:21]([CH:23]=P(C1C=CC=CC=1)(C1C=CC=CC=1)C1C=CC=CC=1)=[O:22])[CH3:19]. (2) Given the product [CH3:1][N:2]1[C:6]([C:7]2[CH:12]=[CH:11][C:10]([NH:13][C:14]3[N:15]=[CH:16][C:17]4[C:22]([CH:23]=3)=[CH:21][C:20]([C:24]3[CH:25]=[N:26][N:27]([CH:29]5[CH2:34][CH2:33][NH:32][CH2:31][CH2:30]5)[CH:28]=3)=[CH:19][CH:18]=4)=[C:9]([O:42][CH3:43])[CH:8]=2)=[CH:5][N:4]=[C:3]1[CH3:44], predict the reactants needed to synthesize it. The reactants are: [CH3:1][N:2]1[C:6]([C:7]2[CH:12]=[CH:11][C:10]([NH:13][C:14]3[N:15]=[CH:16][C:17]4[C:22]([CH:23]=3)=[CH:21][C:20]([C:24]3[CH:25]=[N:26][N:27]([CH:29]5[CH2:34][CH2:33][N:32](C(OC(C)(C)C)=O)[CH2:31][CH2:30]5)[CH:28]=3)=[CH:19][CH:18]=4)=[C:9]([O:42][CH3:43])[CH:8]=2)=[CH:5][N:4]=[C:3]1[CH3:44].C(O)(C(F)(F)F)=O. (3) The reactants are: C(O)(=O)C.[CH3:5][C:6]1([CH3:21])[C:15]2[CH2:14][O:13][CH:12]=[CH:11][C:10]3=[CH:16][CH:17]([CH2:19][NH2:20])[O:18][B:8]([C:9]=23)[O:7]1.CCN(CC)CC.[CH3:29][C:30]([O:33][C:34](O[C:34]([O:33][C:30]([CH3:32])([CH3:31])[CH3:29])=[O:35])=[O:35])([CH3:32])[CH3:31]. Given the product [CH3:5][C:6]1([CH3:21])[C:15]2[CH2:14][O:13][CH:12]=[CH:11][C:10]3=[CH:16][CH:17]([CH2:19][NH:20][C:34](=[O:35])[O:33][C:30]([CH3:32])([CH3:31])[CH3:29])[O:18][B:8]([C:9]=23)[O:7]1, predict the reactants needed to synthesize it. (4) Given the product [O:15]=[C:13]1[NH:12][C:8]2=[N:9][CH:10]=[CH:11][C:6]([O:5][C:4]3[CH:3]=[C:2]([NH:1][C:25](=[O:26])[C:24]4[CH:28]=[C:29]([Cl:31])[CH:30]=[C:22]([O:21][C:20]([F:33])([F:19])[F:32])[CH:23]=4)[CH:18]=[CH:17][CH:16]=3)=[C:7]2[NH:14]1, predict the reactants needed to synthesize it. The reactants are: [NH2:1][C:2]1[CH:3]=[C:4]([CH:16]=[CH:17][CH:18]=1)[O:5][C:6]1[CH:11]=[CH:10][N:9]=[C:8]2[NH:12][C:13](=[O:15])[NH:14][C:7]=12.[F:19][C:20]([F:33])([F:32])[O:21][C:22]1[CH:23]=[C:24]([CH:28]=[C:29]([Cl:31])[CH:30]=1)[C:25](Cl)=[O:26].